From a dataset of Forward reaction prediction with 1.9M reactions from USPTO patents (1976-2016). Predict the product of the given reaction. (1) Given the reactants [CH2:1]([O:4][C:5]1[CH:10]=[C:9]([CH3:11])[CH:8]=[CH:7][C:6]=1[C:12]([C:14]1[C:18]2[CH2:19][CH2:20][CH2:21][CH2:22][C:17]=2[S:16][C:15]=1[NH2:23])=O)[CH:2]=[CH2:3].[O:24]=[C:25]([CH2:31][C:32](=O)[CH3:33])[C:26]([O:28][CH2:29][CH3:30])=[O:27].C([Cl:38])(=O)C, predict the reaction product. The product is: [ClH:38].[CH2:1]([O:4][C:5]1[CH:10]=[C:9]([CH3:11])[CH:8]=[CH:7][C:6]=1[C:12]1[C:31]([C:25](=[O:24])[C:26]([O:28][CH2:29][CH3:30])=[O:27])=[C:32]([CH3:33])[N:23]=[C:15]2[S:16][C:17]3[CH2:22][CH2:21][CH2:20][CH2:19][C:18]=3[C:14]=12)[CH:2]=[CH2:3]. (2) Given the reactants [OH:1][C:2]1[CH:15]=[CH:14][C:5]([CH2:6][CH:7]2[S:11][C:10](=[O:12])[NH:9][C:8]2=[O:13])=[CH:4][CH:3]=1.CC(C)([O-])C.[K+].Br[CH2:23][C:24]([C:26]1[CH:31]=[CH:30][CH:29]=[C:28]([O:32][CH3:33])[CH:27]=1)=[O:25], predict the reaction product. The product is: [CH3:33][O:32][C:28]1[CH:27]=[C:26]([C:24](=[O:25])[CH2:23][O:1][C:2]2[CH:15]=[CH:14][C:5]([CH2:6][CH:7]3[S:11][C:10](=[O:12])[NH:9][C:8]3=[O:13])=[CH:4][CH:3]=2)[CH:31]=[CH:30][CH:29]=1. (3) The product is: [Br:48][C:25]1[CH:24]=[CH:32][CH:31]=[C:27]2[C:26]=1[O:33][C:34]1[CH:35]=[CH:36][C:37]([OH:40])=[CH:38][C:39]=1[C:28]2=[O:30]. Given the reactants CS(O)(=O)=O.O=P12OP3(OP(OP(O3)(O1)=O)(=O)O2)=O.C([C:24]1[CH:32]=[CH:31][C:27]([C:28]([OH:30])=O)=[C:26]([O:33][C:34]2[CH:39]=[CH:38][C:37]([O:40]CC3C=CC=CC=3)=[CH:36][CH:35]=2)[C:25]=1[Br:48])(C)(C)C, predict the reaction product. (4) Given the reactants [CH3:1][C:2]1[CH:11]=[CH:10][C:9]2[CH2:8][CH2:7][CH2:6][CH:5]([NH2:12])[C:4]=2[N:3]=1.[O:13]=[C:14]1[C:22]2[C:17](=[CH:18][CH:19]=[CH:20][CH:21]=2)[C:16](=[O:23])[N:15]1[CH2:24][CH2:25][CH2:26][CH:27]=O.C(O[BH-](OC(=O)C)OC(=O)C)(=O)C.[Na+].C(=O)(O)[O-].[Na+], predict the reaction product. The product is: [CH3:1][C:2]1[CH:11]=[CH:10][C:9]2[CH2:8][CH2:7][CH2:6][CH:5]([NH:12][CH2:27][CH2:26][CH2:25][CH2:24][N:15]3[C:16](=[O:23])[C:17]4[C:22](=[CH:21][CH:20]=[CH:19][CH:18]=4)[C:14]3=[O:13])[C:4]=2[N:3]=1. (5) The product is: [CH3:31][O:30][C:28](=[O:29])[CH2:27][CH2:26][N:9]1[C:10]2[C:6](=[CH:5][CH:4]=[C:3]([O:2][CH3:1])[CH:11]=2)[C:7]([S:12]([C:15]2[CH:20]=[CH:19][C:18]([O:21][CH3:22])=[CH:17][CH:16]=2)(=[O:14])=[O:13])=[CH:8]1. Given the reactants [CH3:1][O:2][C:3]1[CH:11]=[C:10]2[C:6]([C:7]([S:12]([C:15]3[CH:20]=[CH:19][C:18]([O:21][CH3:22])=[CH:17][CH:16]=3)(=[O:14])=[O:13])=[CH:8][NH:9]2)=[CH:5][CH:4]=1.[OH-].[K+].Br[CH2:26][CH2:27][C:28]([O:30][CH3:31])=[O:29], predict the reaction product. (6) Given the reactants [C:1]12([NH2:11])[CH2:10][CH:5]3[CH2:6][CH:7]([CH2:9][CH:3]([CH2:4]3)[CH2:2]1)[CH2:8]2.[CH:12](=O)[C:13]1[CH:18]=[CH:17][CH:16]=[CH:15][CH:14]=1, predict the reaction product. The product is: [C:1]12([NH:11][CH2:12][C:13]3[CH:18]=[CH:17][CH:16]=[CH:15][CH:14]=3)[CH2:8][CH:7]3[CH2:6][CH:5]([CH2:4][CH:3]([CH2:9]3)[CH2:2]1)[CH2:10]2. (7) Given the reactants N(C(C)C)C(C)C.[Li]CCCC.[Br:13][C:14]1[CH:19]=[CH:18][C:17]([NH2:20])=[C:16]([F:21])[CH:15]=1.Cl[C:23]1[C:24]([C:31]([OH:33])=[O:32])=[CH:25][N:26]([CH3:30])[C:27](=[O:29])[CH:28]=1, predict the reaction product. The product is: [Br:13][C:14]1[CH:19]=[CH:18][C:17]([NH:20][C:23]2[C:24]([C:31]([OH:33])=[O:32])=[CH:25][N:26]([CH3:30])[C:27](=[O:29])[CH:28]=2)=[C:16]([F:21])[CH:15]=1. (8) Given the reactants [H-].C([Al+]CC(C)C)C(C)C.C([O:13][C:14]([CH:16]1[CH2:25][CH2:24][C:19]2([O:23][CH2:22][CH2:21][O:20]2)[CH2:18][CH2:17]1)=O)C, predict the reaction product. The product is: [O:20]1[C:19]2([CH2:24][CH2:25][CH:16]([CH:14]=[O:13])[CH2:17][CH2:18]2)[O:23][CH2:22][CH2:21]1.